Task: Predict which catalyst facilitates the given reaction.. Dataset: Catalyst prediction with 721,799 reactions and 888 catalyst types from USPTO (1) Reactant: [F:1][C:2]([F:32])([F:31])[C:3]1[CH:26]=[C:25]([C:27]([F:30])([F:29])[F:28])[CH:24]=[CH:23][C:4]=1[CH2:5][O:6][C:7]1[CH:12]=[CH:11][C:10](/[CH:13]=[C:14]2/[C:15](=S)[NH:16][C:17](=[O:19])[S:18]/2)=[CH:9][C:8]=1[O:21][CH3:22].[N:33]1([CH2:39][CH2:40][NH2:41])[CH2:38][CH2:37][CH2:36][CH2:35][CH2:34]1. Product: [F:32][C:2]([F:1])([F:31])[C:3]1[CH:26]=[C:25]([C:27]([F:28])([F:30])[F:29])[CH:24]=[CH:23][C:4]=1[CH2:5][O:6][C:7]1[CH:12]=[CH:11][C:10](/[CH:13]=[C:14]2/[C:15]([NH:41][CH2:40][CH2:39][N:33]3[CH2:38][CH2:37][CH2:36][CH2:35][CH2:34]3)=[N:16][C:17](=[O:19])[S:18]/2)=[CH:9][C:8]=1[O:21][CH3:22]. The catalyst class is: 5. (2) Reactant: [Br:1][C:2]1[CH:3]=[N:4][C:5]([O:8]N2C3=NC=CC=C3N=N2)=[N:6][CH:7]=1.[N:18]1[CH:23]=[CH:22][CH:21]=[C:20](B(O)O)[CH:19]=1.C([O-])([O-])=O.[Cs+].[Cs+]. Product: [Br:1][C:2]1[CH:7]=[N:6][C:5]([O:8][C:20]2[CH:19]=[N:18][CH:23]=[CH:22][CH:21]=2)=[N:4][CH:3]=1. The catalyst class is: 104.